This data is from Forward reaction prediction with 1.9M reactions from USPTO patents (1976-2016). The task is: Predict the product of the given reaction. The product is: [CH3:1][O:2][C:3]([C:5]1[CH:6]=[C:7]2[C:12](=[CH:13][CH:14]=1)[O:11][CH2:10][CH:9]([NH2:32])[CH2:8]2)=[O:4]. Given the reactants [CH3:1][O:2][C:3]([C:5]1[CH:6]=[C:7]2[C:12](=[CH:13][CH:14]=1)[O:11][CH2:10][CH:9](C(O)=O)[CH2:8]2)=[O:4].C1(P([N:32]=[N+]=[N-])(C2C=CC=CC=2)=O)C=CC=CC=1, predict the reaction product.